From a dataset of Peptide-MHC class II binding affinity with 134,281 pairs from IEDB. Regression. Given a peptide amino acid sequence and an MHC pseudo amino acid sequence, predict their binding affinity value. This is MHC class II binding data. (1) The peptide sequence is NPPFGDSYIIVGRGD. The MHC is DRB1_0301 with pseudo-sequence DRB1_0301. The binding affinity (normalized) is 0.285. (2) The peptide sequence is IQGNVTSIHSLLDEG. The MHC is DRB1_0901 with pseudo-sequence DRB1_0901. The binding affinity (normalized) is 0.240. (3) The peptide sequence is GMNPSHCNEMSWIQS. The MHC is HLA-DPA10201-DPB10501 with pseudo-sequence HLA-DPA10201-DPB10501. The binding affinity (normalized) is 0.0250. (4) The peptide sequence is ELNNALQNLARTISE. The MHC is DRB1_1001 with pseudo-sequence DRB1_1001. The binding affinity (normalized) is 0.484. (5) The peptide sequence is TALTIAYLVGSNMTQ. The MHC is H-2-IAb with pseudo-sequence H-2-IAb. The binding affinity (normalized) is 0.197.